Dataset: Reaction yield outcomes from USPTO patents with 853,638 reactions. Task: Predict the reaction yield, written as a fraction of the theoretical maximum amount of product (1.0 means a 100% yield; for example, 0.34 means a 34% yield). The reactants are [Br:1][C:2]1[CH:7]=[CH:6][CH:5]=[CH:4][C:3]=1[OH:8].Br[CH:10]([CH3:12])[CH3:11]. No catalyst specified. The product is [Br:1][C:2]1[CH:7]=[CH:6][CH:5]=[CH:4][C:3]=1[O:8][CH:10]([CH3:12])[CH3:11]. The yield is 0.550.